Dataset: Peptide-MHC class I binding affinity with 185,985 pairs from IEDB/IMGT. Task: Regression. Given a peptide amino acid sequence and an MHC pseudo amino acid sequence, predict their binding affinity value. This is MHC class I binding data. The peptide sequence is TLVPQEHYV. The MHC is HLA-B27:05 with pseudo-sequence HLA-B27:05. The binding affinity (normalized) is 0.0847.